Dataset: Reaction yield outcomes from USPTO patents with 853,638 reactions. Task: Predict the reaction yield, written as a fraction of the theoretical maximum amount of product (1.0 means a 100% yield; for example, 0.34 means a 34% yield). (1) The reactants are [CH3:1][C:2]([C@@H:4]1[C@@:8]2([CH3:23])[CH2:9][CH2:10][C@@H:11]3[C@@:16]4([CH3:22])[CH2:17][CH2:18][C@H:19]([OH:21])[CH2:20][C:15]4=[CH:14][CH2:13][C@H:12]3[C@@H:7]2[CH2:6][CH2:5]1)=[O:3].N1C=CN=C1.[Si:29](Cl)([C:32]([CH3:35])([CH3:34])[CH3:33])([CH3:31])[CH3:30]. The catalyst is CN(C)C=O. The product is [CH3:33][C:32]([Si:29]([CH3:31])([CH3:30])[O:21][C@@H:19]1[CH2:20][C:15]2[C@@:16]([CH3:22])([C@@H:11]3[C@@H:12]([CH2:13][CH:14]=2)[C@H:7]2[C@@:8]([CH3:23])([C@@H:4]([C:2](=[O:3])[CH3:1])[CH2:5][CH2:6]2)[CH2:9][CH2:10]3)[CH2:17][CH2:18]1)([CH3:35])[CH3:34]. The yield is 0.980. (2) The reactants are [CH2:1]([O:3][C:4](=[O:17])[C:5](=O)[CH2:6][C:7]([C:9]1[CH:14]=[CH:13][CH:12]=[C:11]([Cl:15])[CH:10]=1)=[O:8])[CH3:2].[NH2:18]O.O.Cl. The catalyst is C(O)C. The product is [Cl:15][C:11]1[CH:10]=[C:9]([C:7]2[O:8][N:18]=[C:5]([C:4]([O:3][CH2:1][CH3:2])=[O:17])[CH:6]=2)[CH:14]=[CH:13][CH:12]=1. The yield is 0.986. (3) The reactants are Br[C:2]1[N:7]=[C:6]2[N:8]([CH2:12][CH:13]3[CH2:18][CH2:17][CH2:16][CH2:15][N:14]3[CH3:19])[C:9](=[O:11])[NH:10][C:5]2=[N:4][CH:3]=1.BrC1N=C(N[CH2:28][CH:29]2[CH2:34][CH2:33][CH2:32][CH2:31]N2C)C(N)=NC=1.C(N1C=CN=C1)(N1C=CN=C1)=[O:38]. The catalyst is O1CCCC1. The product is [OH:38][C:29]1[CH:34]=[CH:33][C:32]([C:2]2[N:7]=[C:6]3[N:8]([CH2:12][CH:13]4[CH2:18][CH2:17][CH2:16][CH2:15][N:14]4[CH3:19])[C:9](=[O:11])[NH:10][C:5]3=[N:4][CH:3]=2)=[CH:31][CH:28]=1. The yield is 0.920. (4) The reactants are [Br:1][C:2]1[CH:3]=[C:4]([C:8]#[C:9][C:10]2[CH:15]=[CH:14][C:13]([OH:16])=[CH:12][CH:11]=2)[CH:5]=[CH:6][CH:7]=1.[OH2:17].C([O:20]CC)C. The yield is 0.430. The product is [Br:1][C:2]1[CH:3]=[C:4]([C:8](=[O:20])[C:9]([C:10]2[CH:11]=[CH:12][C:13]([OH:16])=[CH:14][CH:15]=2)=[O:17])[CH:5]=[CH:6][CH:7]=1. The catalyst is CS(C)=O.[Pd](Cl)Cl. (5) The reactants are [OH:1][CH:2]([C:6]([O:19][CH3:20])([C:13]1[CH:18]=[CH:17][CH:16]=[CH:15][CH:14]=1)[C:7]1[CH:12]=[CH:11][CH:10]=[CH:9][CH:8]=1)[C:3]([OH:5])=[O:4].[NH2:21][C@H:22]([C:26]([OH:28])=[O:27])[CH:23]([CH3:25])[CH3:24]. The catalyst is O.CC(O)C. The product is [OH:1][C@@H:2]([C:6]([O:19][CH3:20])([C:7]1[CH:12]=[CH:11][CH:10]=[CH:9][CH:8]=1)[C:13]1[CH:18]=[CH:17][CH:16]=[CH:15][CH:14]=1)[C:3]([OH:5])=[O:4].[NH2:21][C@H:22]([C:26]([OH:28])=[O:27])[CH:23]([CH3:25])[CH3:24]. The yield is 0.360. (6) The reactants are CS(O[CH2:6][CH2:7][N:8]1[CH:12]=[C:11]([C:13]2[CH:18]=[C:17]([C:19]([O:21]C)=[O:20])[CH:16]=[CH:15][N:14]=2)[N:10]=[CH:9]1)(=O)=O.[F:23][C:24]1[CH:25]=[C:26]2[C:30](=[CH:31][CH:32]=1)[CH2:29][NH:28][CH2:27]2. No catalyst specified. The product is [F:23][C:24]1[CH:25]=[C:26]2[C:30](=[CH:31][CH:32]=1)[CH2:29][N:28]([CH2:6][CH2:7][N:8]1[CH:12]=[C:11]([C:13]3[CH:18]=[C:17]([C:19]([OH:21])=[O:20])[CH:16]=[CH:15][N:14]=3)[N:10]=[CH:9]1)[CH2:27]2. The yield is 0.760.